This data is from Reaction yield outcomes from USPTO patents with 853,638 reactions. The task is: Predict the reaction yield, written as a fraction of the theoretical maximum amount of product (1.0 means a 100% yield; for example, 0.34 means a 34% yield). (1) The reactants are [NH2:1][CH2:2][C:3]([NH2:5])=[O:4].C[Al](C)C.[Cl:10][C:11]1[CH:21]=[C:20](/[CH:22]=[CH:23]/[CH:24]([C:29]2[CH:34]=[C:33]([Cl:35])[C:32]([Cl:36])=[C:31]([Cl:37])[CH:30]=2)[C:25]([F:28])([F:27])[F:26])[CH:19]=[CH:18][C:12]=1[C:13](OCC)=[O:14]. The catalyst is C(Cl)Cl. The product is [Cl:10][C:11]1[CH:21]=[C:20](/[CH:22]=[CH:23]/[CH:24]([C:29]2[CH:30]=[C:31]([Cl:37])[C:32]([Cl:36])=[C:33]([Cl:35])[CH:34]=2)[C:25]([F:26])([F:27])[F:28])[CH:19]=[CH:18][C:12]=1[C:13]([NH:1][CH2:2][C:3](=[O:4])[NH:5][CH2:24][C:25]([F:28])([F:27])[F:26])=[O:14]. The yield is 0.500. (2) The reactants are [CH2:1]([O:8][C:9](=[O:35])[NH:10][C:11]1[CH:16]=[CH:15][C:14]([O:17][C:18]2[CH:23]=[CH:22][C:21]([CH2:24][CH3:25])=[CH:20][C:19]=2[O:26][CH2:27][C:28]2[CH:33]=[CH:32][CH:31]=[CH:30][CH:29]=2)=[C:13]([F:34])[CH:12]=1)[C:2]1C=CC=CC=1.C([Li])CCC.C1OC1. The catalyst is O1CCCC1. The product is [CH2:27]([O:26][C:19]1[CH:20]=[C:21]([CH2:24][CH3:25])[CH:22]=[CH:23][C:18]=1[O:17][C:14]1[CH:15]=[CH:16][C:11]([N:10]2[CH2:2][CH2:1][O:8][C:9]2=[O:35])=[CH:12][C:13]=1[F:34])[C:28]1[CH:29]=[CH:30][CH:31]=[CH:32][CH:33]=1. The yield is 0.810. (3) The reactants are [C:1]([C:6]1[C:13]([C:14]([CH3:17])([CH3:16])[CH3:15])=[CH:12][C:9]([CH:10]=O)=[CH:8][C:7]=1[C:18]([CH3:21])([CH3:20])[CH3:19])(=[O:5])[CH2:2][CH2:3][CH3:4].[C:22]([NH:26][OH:27])([CH3:25])([CH3:24])[CH3:23].C1(C)C=CC(S(O)(=O)=O)=CC=1. The catalyst is C1C=CC=CC=1. The product is [C:1]([C:6]1[C:13]([C:14]([CH3:17])([CH3:16])[CH3:15])=[CH:12][C:9]([CH:10]=[N+:26]([C:22]([CH3:25])([CH3:24])[CH3:23])[O-:27])=[CH:8][C:7]=1[C:18]([CH3:21])([CH3:20])[CH3:19])(=[O:5])[CH2:2][CH2:3][CH3:4]. The yield is 0.502. (4) The reactants are C([N:14]1[CH2:17][C:16]([CH2:20][CH3:21])([O:18][CH3:19])[CH2:15]1)(C1C=CC=CC=1)C1C=CC=CC=1.[CH3:34][C:33]([O:32][C:30](O[C:30]([O:32][C:33]([CH3:36])([CH3:35])[CH3:34])=[O:31])=[O:31])([CH3:36])[CH3:35]. The catalyst is C(OCC)(=O)C.[PdH2].[C]. The product is [C:33]([O:32][C:30]([N:14]1[CH2:17][C:16]([CH2:20][CH3:21])([O:18][CH3:19])[CH2:15]1)=[O:31])([CH3:34])([CH3:35])[CH3:36]. The yield is 0.490. (5) The reactants are C([BH3-])#[N:2].[Na+].[CH2:5]([N:7]([CH2:22][CH3:23])[CH2:8][CH2:9][O:10][C:11]1[CH:16]=[CH:15][C:14]([C:17](=O)[CH2:18][CH2:19][CH3:20])=[CH:13][CH:12]=1)[CH3:6].C([O-])(=O)C.[NH4+]. The catalyst is CO.C(OCC)(=O)C. The product is [CH2:5]([N:7]([CH2:22][CH3:23])[CH2:8][CH2:9][O:10][C:11]1[CH:16]=[CH:15][C:14]([CH:17]([NH2:2])[CH2:18][CH2:19][CH3:20])=[CH:13][CH:12]=1)[CH3:6]. The yield is 0.590. (6) The reactants are [Cl:1][C:2]1[CH:7]=[CH:6][N:5]=[C:4]([C:8]([O:10]C)=O)[CH:3]=1.[CH3:12][NH2:13]. The catalyst is CO. The product is [Cl:1][C:2]1[CH:7]=[CH:6][N:5]=[C:4]([C:8]([NH:13][CH3:12])=[O:10])[CH:3]=1. The yield is 0.990.